Dataset: Peptide-MHC class II binding affinity with 134,281 pairs from IEDB. Task: Regression. Given a peptide amino acid sequence and an MHC pseudo amino acid sequence, predict their binding affinity value. This is MHC class II binding data. The peptide sequence is FDKYGATISATPESA. The MHC is HLA-DQA10501-DQB10301 with pseudo-sequence HLA-DQA10501-DQB10301. The binding affinity (normalized) is 0.818.